The task is: Predict hERG channel inhibition at various concentrations.. This data is from hERG Central: cardiac toxicity at 1µM, 10µM, and general inhibition. (1) The drug is OC(COC(c1ccccc1)c1ccccc1)CN1CCc2ccccc2C1. Results: hERG_inhib (hERG inhibition (general)): blocker. (2) The compound is O=C(NCc1ccc2c(c1)OCO2)C1CC(=O)N(CCc2ccc(Cl)cc2)C1. Results: hERG_inhib (hERG inhibition (general)): blocker. (3) The drug is O=C1CC(c2ccc(F)cc2)CC2=C1C=Nc1ccccc1N2. Results: hERG_inhib (hERG inhibition (general)): blocker. (4) The molecule is CCCCOC(=O)Cn1c(=O)c2c(nc3n2CCCCN3c2ccc(C)cc2)n(C)c1=O. Results: hERG_inhib (hERG inhibition (general)): blocker. (5) The drug is OCCC1CN(Cc2ccccc2-c2ccco2)CCN1Cc1ccsc1. Results: hERG_inhib (hERG inhibition (general)): blocker. (6) The compound is O=C(Nc1ccc(-n2cccn2)cc1)C1CCN(Cc2ccsc2)CC1. Results: hERG_inhib (hERG inhibition (general)): blocker. (7) The drug is Nn1c(SCC(=O)Nc2ccccc2F)nnc1-c1cccs1. Results: hERG_inhib (hERG inhibition (general)): blocker. (8) The molecule is CC(=O)c1ccccc1OCc1ccc(C(=O)c2ccccc2)cc1. Results: hERG_inhib (hERG inhibition (general)): blocker.